Dataset: Reaction yield outcomes from USPTO patents with 853,638 reactions. Task: Predict the reaction yield, written as a fraction of the theoretical maximum amount of product (1.0 means a 100% yield; for example, 0.34 means a 34% yield). (1) The reactants are S(C)C.[N+:4]([C:7]1[CH:8]=[CH:9][C:10]2[O:15][CH2:14][C:13](=O)[NH:12][C:11]=2[CH:17]=1)([O-:6])=[O:5]. The catalyst is C1COCC1. The product is [N+:4]([C:7]1[CH:8]=[CH:9][C:10]2[O:15][CH2:14][CH2:13][NH:12][C:11]=2[CH:17]=1)([O-:6])=[O:5]. The yield is 0.890. (2) The reactants are Cl.[NH2:2][CH2:3][C:4]1[CH:9]=[CH:8][C:7](B(O)O)=[CH:6][CH:5]=1.[CH3:13][O:14][C:15]1[CH:20]=[CH:19][C:18]([C:21]2[CH2:22][C@@H:23]3[N:29]([CH:30]=2)[C:28](=[O:31])[C:27]2[CH:32]=[C:33]([O:74][CH3:75])[C:34]([O:36][CH2:37][CH2:38][CH2:39][O:40][C:41]4[C:71]([O:72][CH3:73])=[CH:70][C:44]5[C:45](=[O:69])[N:46]6[CH:61]=[C:60](S(C(F)(F)F)(=O)=O)[CH2:59][C@H:47]6[C:48](=[O:58])[N:49]([CH2:50][O:51][CH2:52][CH2:53][Si:54]([CH3:57])([CH3:56])[CH3:55])[C:43]=5[CH:42]=4)=[CH:35][C:26]=2[N:25]([CH2:76][O:77][CH2:78][CH2:79][Si:80]([CH3:83])([CH3:82])[CH3:81])[C:24]3=[O:84])=[CH:17][CH:16]=1.C(=O)([O-])[O-].[Na+].[Na+]. The catalyst is C1(C)C=CC=CC=1.C(O)C.O. The product is [NH2:2][CH2:3][C:4]1[CH:9]=[CH:8][C:7]([C:60]2[CH2:59][C@@H:47]3[N:46]([CH:61]=2)[C:45](=[O:69])[C:44]2[CH:70]=[C:71]([O:72][CH3:73])[C:41]([O:40][CH2:39][CH2:38][CH2:37][O:36][C:34]4[C:33]([O:74][CH3:75])=[CH:32][C:27]5[C:28](=[O:31])[N:29]6[CH:30]=[C:21]([C:18]7[CH:17]=[CH:16][C:15]([O:14][CH3:13])=[CH:20][CH:19]=7)[CH2:22][C@H:23]6[C:24](=[O:84])[N:25]([CH2:76][O:77][CH2:78][CH2:79][Si:80]([CH3:81])([CH3:83])[CH3:82])[C:26]=5[CH:35]=4)=[CH:42][C:43]=2[N:49]([CH2:50][O:51][CH2:52][CH2:53][Si:54]([CH3:55])([CH3:56])[CH3:57])[C:48]3=[O:58])=[CH:6][CH:5]=1. The yield is 0.610. (3) The reactants are [CH3:1][C:2]1[NH:3][C:4](=[O:26])[C:5]([CH2:11][C:12]2[CH:17]=[CH:16][C:15]([C:18]3[C:19]([C:24]#[N:25])=[CH:20][CH:21]=[CH:22][CH:23]=3)=[CH:14][CH:13]=2)=[C:6]([CH2:8][CH2:9][CH3:10])[N:7]=1.[CH3:27][C:28]1([CH3:41])[CH2:37][CH2:36][C:35]2[C:30](=[CH:31][CH:32]=[C:33](B(O)O)[CH:34]=2)[O:29]1.[N:42]1C=CC=CC=1.C(N(CC)CC)C.[C:55]([O:58]CC)(=[O:57])C. The catalyst is C([O-])(=O)C.[Cu+2].C([O-])(=O)C.ClCCl. The product is [CH3:27][C:28]1([CH3:41])[CH2:37][CH2:36][C:35]2[C:30](=[CH:31][CH:32]=[C:33]([N:3]3[C:4](=[O:26])[C:5]([CH2:11][C:12]4[CH:17]=[CH:16][C:15]([C:18]5[CH:23]=[CH:22][CH:21]=[CH:20][C:19]=5[C:24]5[NH:42][C:55](=[O:57])[O:58][N:25]=5)=[CH:14][CH:13]=4)=[C:6]([CH2:8][CH2:9][CH3:10])[N:7]=[C:2]3[CH3:1])[CH:34]=2)[O:29]1. The yield is 0.800. (4) The reactants are [Cl:1][C:2]1[CH:7]=[C:6]([Cl:8])[CH:5]=[CH:4][C:3]=1B(O)O.C(O)CO.Cl[C:17]1[N:25]=[CH:24][N:23]=[C:22]2[C:18]=1[N:19]=[C:20]([CH2:33][CH3:34])[N:21]2[CH:26]([CH2:31][CH3:32])[CH2:27][CH2:28][CH2:29][CH3:30].C(=O)([O-])[O-].[Tl+2]. The catalyst is C1C=CC=CC=1.C1C=CC([P]([Pd]([P](C2C=CC=CC=2)(C2C=CC=CC=2)C2C=CC=CC=2)([P](C2C=CC=CC=2)(C2C=CC=CC=2)C2C=CC=CC=2)[P](C2C=CC=CC=2)(C2C=CC=CC=2)C2C=CC=CC=2)(C2C=CC=CC=2)C2C=CC=CC=2)=CC=1.O. The product is [Cl:1][C:2]1[CH:7]=[C:6]([Cl:8])[CH:5]=[CH:4][C:3]=1[C:17]1[N:25]=[CH:24][N:23]=[C:22]2[C:18]=1[N:19]=[C:20]([CH2:33][CH3:34])[N:21]2[CH:26]([CH2:31][CH3:32])[CH2:27][CH2:28][CH2:29][CH3:30]. The yield is 0.680. (5) The reactants are F[C:2]1[CH:9]=[CH:8][CH:7]=[CH:6][C:3]=1[CH:4]=[O:5].C(=O)([O-])[O-].[K+].[K+].[S-2:16].[CH3:17][Na]. The catalyst is CN(C=O)C. The product is [CH3:17][S:16][C:2]1[CH:9]=[CH:8][CH:7]=[CH:6][C:3]=1[CH:4]=[O:5]. The yield is 0.850.